This data is from Full USPTO retrosynthesis dataset with 1.9M reactions from patents (1976-2016). The task is: Predict the reactants needed to synthesize the given product. Given the product [C:15]([C:18]1[S:22][C:21]([N:23]2[CH2:27][CH2:26][N:25]([CH2:28][C:29]3[CH:37]=[CH:36][C:32]([C:33]([N:9]4[CH2:14][CH2:13][CH2:12][CH2:11][CH2:10]4)=[O:34])=[CH:31][CH:30]=3)[C:24]2=[O:38])=[N:20][C:19]=1[CH3:39])(=[O:17])[CH3:16], predict the reactants needed to synthesize it. The reactants are: C(N)C1C=CC=CC=1.[NH:9]1[CH2:14][CH2:13][CH2:12][CH2:11][CH2:10]1.[C:15]([C:18]1[S:22][C:21]([N:23]2[CH2:27][CH2:26][N:25]([CH2:28][C:29]3[CH:37]=[CH:36][C:32]([C:33](O)=[O:34])=[CH:31][CH:30]=3)[C:24]2=[O:38])=[N:20][C:19]=1[CH3:39])(=[O:17])[CH3:16].